From a dataset of Full USPTO retrosynthesis dataset with 1.9M reactions from patents (1976-2016). Predict the reactants needed to synthesize the given product. (1) Given the product [CH2:28]([C:14]1[CH:15]=[C:16]([O:21][C:22]2[CH:27]=[CH:26][CH:25]=[CH:24][CH:23]=2)[CH:17]=[C:18]([CH2:19][CH3:20])[C:13]=1[CH2:11][C:9]1[N:8]=[CH:7][NH:6][CH:10]=1)[CH3:29], predict the reactants needed to synthesize it. The reactants are: CN(C)S([N:6]1[CH:10]=[C:9]([CH:11]([C:13]2[C:18]([CH2:19][CH3:20])=[CH:17][C:16]([O:21][C:22]3[CH:27]=[CH:26][CH:25]=[CH:24][CH:23]=3)=[CH:15][C:14]=2[CH2:28][CH3:29])O)[N:8]=[C:7]1[Si](C(C)(C)C)(C)C)(=O)=O.C([SiH](CC)CC)C.FC(F)(F)C(O)=O. (2) Given the product [Cl:23][C:18]1[CH:17]=[C:16]([N:4]2[C:5](=[O:15])[C:6]([C:7]3[CH:12]=[CH:11][C:10]([O:13][CH3:14])=[CH:9][CH:8]=3)=[C:2]([S:30][CH2:29][CH2:28][N:27]([CH3:31])[CH3:26])[C:3]2=[O:24])[CH:21]=[CH:20][C:19]=1[Cl:22], predict the reactants needed to synthesize it. The reactants are: Cl[C:2]1[C:3](=[O:24])[N:4]([C:16]2[CH:21]=[CH:20][C:19]([Cl:22])=[C:18]([Cl:23])[CH:17]=2)[C:5](=[O:15])[C:6]=1[C:7]1[CH:12]=[CH:11][C:10]([O:13][CH3:14])=[CH:9][CH:8]=1.Cl.[CH3:26][N:27]([CH3:31])[CH2:28][CH2:29][SH:30].C(=O)([O-])[O-].[K+].[K+]. (3) Given the product [Cl:24][C:21]1[CH:22]=[CH:23][C:18]([CH:4]2[C:5]3([CH2:10][CH2:9][N:8]([C:11]([O:13][C:14]([CH3:16])([CH3:17])[CH3:15])=[O:12])[CH2:7][CH2:6]3)[CH2:2][N:3]2[CH:25]2[CH2:27][CH2:26]2)=[CH:19][CH:20]=1, predict the reactants needed to synthesize it. The reactants are: O=[C:2]1[C:5]2([CH2:10][CH2:9][N:8]([C:11]([O:13][C:14]([CH3:17])([CH3:16])[CH3:15])=[O:12])[CH2:7][CH2:6]2)[CH:4]([C:18]2[CH:23]=[CH:22][C:21]([Cl:24])=[CH:20][CH:19]=2)[N:3]1[CH:25]1[CH2:27][CH2:26]1.C1([SiH2]C2C=CC=CC=2)C=CC=CC=1. (4) Given the product [S:23]1[CH:27]=[CH:26][CH:25]=[C:24]1[C:32]1[N:34]=[C:13]([CH2:12][N:5]2[C:6]3[CH2:7][CH2:8][O:22][CH2:10][C:11]=3[C:3]([C:2]([F:1])([F:16])[F:17])=[N:4]2)[O:15][N:33]=1, predict the reactants needed to synthesize it. The reactants are: [F:1][C:2]([F:17])([F:16])[C:3]1[C:11]2[CH2:10]C[CH2:8][CH2:7][C:6]=2[N:5]([CH2:12][C:13]([OH:15])=O)[N:4]=1.CN(C=[O:22])C.[S:23]1[C:27]2C=CC=C[C:26]=2[CH:25]=[C:24]1[C:32](=[NH:34])[NH2:33].Cl.C(N=C=NCCCN(C)C)C.O.ON1C2C=CC=CC=2N=N1. (5) Given the product [CH:1]([O:4][C:5]1[CH:10]=[CH:9][C:8]([CH2:11][CH2:12][CH2:13][O:14][C:27]2[C:32]([O:33][CH3:34])=[CH:31][CH:30]=[CH:29][C:28]=2[CH2:35][C:36]([OH:38])=[O:37])=[C:7]([O:15][C:16]2[CH:21]=[CH:20][C:19]([C:22]([F:25])([F:23])[F:24])=[CH:18][N:17]=2)[CH:6]=1)([CH3:3])[CH3:2], predict the reactants needed to synthesize it. The reactants are: [CH:1]([O:4][C:5]1[CH:10]=[CH:9][C:8]([CH2:11][CH2:12][CH2:13][OH:14])=[C:7]([O:15][C:16]2[CH:21]=[CH:20][C:19]([C:22]([F:25])([F:24])[F:23])=[CH:18][N:17]=2)[CH:6]=1)([CH3:3])[CH3:2].O[C:27]1[C:32]([O:33][CH3:34])=[CH:31][CH:30]=[CH:29][C:28]=1[CH2:35][C:36]([O:38]C)=[O:37].C(P(CCCC)CCCC)CCC.N(C(N1CCCCC1)=O)=NC(N1CCCCC1)=O.O1CCCC1CO.[OH-].[Na+].Cl. (6) Given the product [F:1][C:2]1[CH:13]=[CH:12][C:5]([CH2:6][N:7]2[CH2:10][CH:9]([S:22][C:19](=[O:27])[CH3:20])[CH2:8]2)=[CH:4][CH:3]=1, predict the reactants needed to synthesize it. The reactants are: [F:1][C:2]1[CH:13]=[CH:12][C:5]([CH2:6][N:7]2[CH2:10][CH:9](O)[CH2:8]2)=[CH:4][CH:3]=1.C(N([CH2:19][CH3:20])CC)C.C[S:22](Cl)(=O)=O.Cl.[OH2:27]. (7) Given the product [F:1][C:2]1[CH:10]=[CH:9][C:8]2[N:7]([CH2:11][C:12]3[CH:17]=[CH:16][C:15]([C:18]([N:20]4[CH2:21][CH2:22][O:23][CH2:24][CH2:25]4)=[O:19])=[CH:14][CH:13]=3)[C:6]3[CH:26]=[N:27][NH:28][C:5]=3[C:4]=2[CH:3]=1, predict the reactants needed to synthesize it. The reactants are: [F:1][C:2]1[CH:10]=[CH:9][C:8]2[N:7]([CH2:11][C:12]3[CH:17]=[CH:16][C:15]([C:18]([N:20]4[CH2:25][CH2:24][O:23][CH2:22][CH2:21]4)=[O:19])=[CH:14][CH:13]=3)[C:6]3[CH:26]=[N:27][N:28](C4CCCCO4)[C:5]=3[C:4]=2[CH:3]=1.Cl. (8) Given the product [I:12][C:9]1[CH:8]=[C:5]2[C:6]([NH2:7])=[N:2][NH:1][C:4]2=[N:11][CH:10]=1, predict the reactants needed to synthesize it. The reactants are: [NH2:1][NH2:2].Cl[C:4]1[N:11]=[CH:10][C:9]([I:12])=[CH:8][C:5]=1[C:6]#[N:7]. (9) Given the product [N:1]1([CH2:6][CH2:7][CH2:8][O:9][C:10]2[CH:15]=[CH:14][C:13]([C:16]3([CH2:22][N:23]4[CH2:29][CH2:28][O:27][CH2:26][CH2:25]4)[CH2:17][CH2:18][O:19][CH2:20][CH2:21]3)=[CH:12][CH:11]=2)[CH2:5][CH2:4][CH2:3][CH2:2]1, predict the reactants needed to synthesize it. The reactants are: [N:1]1([CH2:6][CH2:7][CH2:8][O:9][C:10]2[CH:15]=[CH:14][C:13]([C:16]3([CH2:22][NH2:23])[CH2:21][CH2:20][O:19][CH2:18][CH2:17]3)=[CH:12][CH:11]=2)[CH2:5][CH2:4][CH2:3][CH2:2]1.Br[CH2:25][CH2:26][O:27][CH2:28][CH2:29]Br.C(=O)([O-])[O-].[K+].[K+].